This data is from NCI-60 drug combinations with 297,098 pairs across 59 cell lines. The task is: Regression. Given two drug SMILES strings and cell line genomic features, predict the synergy score measuring deviation from expected non-interaction effect. (1) Cell line: T-47D. Drug 1: CC12CCC(CC1=CCC3C2CCC4(C3CC=C4C5=CN=CC=C5)C)O. Drug 2: COC1=C(C=C2C(=C1)N=CN=C2NC3=CC(=C(C=C3)F)Cl)OCCCN4CCOCC4. Synergy scores: CSS=28.8, Synergy_ZIP=4.87, Synergy_Bliss=8.37, Synergy_Loewe=8.10, Synergy_HSA=9.97. (2) Drug 1: C1=NC2=C(N=C(N=C2N1C3C(C(C(O3)CO)O)F)Cl)N. Drug 2: CN(C(=O)NC(C=O)C(C(C(CO)O)O)O)N=O. Cell line: UO-31. Synergy scores: CSS=0.356, Synergy_ZIP=-0.624, Synergy_Bliss=-0.600, Synergy_Loewe=-2.01, Synergy_HSA=-1.04. (3) Cell line: COLO 205. Synergy scores: CSS=58.2, Synergy_ZIP=-5.03, Synergy_Bliss=-6.82, Synergy_Loewe=-2.50, Synergy_HSA=-0.282. Drug 2: B(C(CC(C)C)NC(=O)C(CC1=CC=CC=C1)NC(=O)C2=NC=CN=C2)(O)O. Drug 1: CN(CCCl)CCCl.Cl. (4) Drug 1: C1=CN(C=N1)CC(O)(P(=O)(O)O)P(=O)(O)O. Drug 2: C1CN(P(=O)(OC1)NCCCl)CCCl. Cell line: NCI-H322M. Synergy scores: CSS=4.83, Synergy_ZIP=-1.11, Synergy_Bliss=0.888, Synergy_Loewe=0.229, Synergy_HSA=1.54. (5) Drug 1: CS(=O)(=O)OCCCCOS(=O)(=O)C. Drug 2: CC(C)(C#N)C1=CC(=CC(=C1)CN2C=NC=N2)C(C)(C)C#N. Cell line: MOLT-4. Synergy scores: CSS=26.3, Synergy_ZIP=3.93, Synergy_Bliss=5.70, Synergy_Loewe=2.12, Synergy_HSA=1.91.